This data is from Full USPTO retrosynthesis dataset with 1.9M reactions from patents (1976-2016). The task is: Predict the reactants needed to synthesize the given product. (1) Given the product [Br:9][C:10]1[N:11]=[C:12]([C@:15]23[CH2:16][O:17][C@@H:18]([CH3:23])[CH2:19][C@H:20]2[CH2:21][S:26][C:25]([NH:27][C:28](=[O:35])[C:29]2[CH:34]=[CH:33][CH:32]=[CH:31][CH:30]=2)=[N:24]3)[S:13][CH:14]=1, predict the reactants needed to synthesize it. The reactants are: ClC(N(C)C)=C(C)C.[Br:9][C:10]1[N:11]=[C:12]([C@@:15]2([NH:24][C:25]([NH:27][C:28](=[O:35])[C:29]3[CH:34]=[CH:33][CH:32]=[CH:31][CH:30]=3)=[S:26])[C@H:20]([CH2:21]O)[CH2:19][C@H:18]([CH3:23])[O:17][CH2:16]2)[S:13][CH:14]=1. (2) Given the product [Br:11][CH2:10][C:8]1[CH:7]=[C:4]([CH:3]=[C:2]([F:1])[CH:9]=1)[C:5]#[N:6], predict the reactants needed to synthesize it. The reactants are: [F:1][C:2]1[CH:3]=[C:4]([CH:7]=[C:8]([CH3:10])[CH:9]=1)[C:5]#[N:6].[Br:11]N1C(=O)CCC1=O.CC(N=NC(C#N)(C)C)(C#N)C.